This data is from Forward reaction prediction with 1.9M reactions from USPTO patents (1976-2016). The task is: Predict the product of the given reaction. (1) Given the reactants [CH2:1]([C:3]1[C:4]([O:22][CH3:23])=[C:5]([CH:10]([CH2:20][CH3:21])[CH2:11][C@:12]([OH:19])([C:15]([F:18])([F:17])[F:16])[CH:13]=O)[CH:6]=[CH:7][C:8]=1[F:9])[CH3:2].[NH2:24][C:25]1[CH:34]=[C:33]([F:35])[CH:32]=[C:31]2[C:26]=1[CH:27]=[CH:28][C:29](=[O:36])[NH:30]2, predict the reaction product. The product is: [CH2:1]([C:3]1[C:4]([O:22][CH3:23])=[C:5]([CH:10]([CH2:20][CH3:21])[CH2:11][C@:12]([OH:19])([C:15]([F:17])([F:16])[F:18])[CH:13]=[N:24][C:25]2[CH:34]=[C:33]([F:35])[CH:32]=[C:31]3[C:26]=2[CH:27]=[CH:28][C:29](=[O:36])[NH:30]3)[CH:6]=[CH:7][C:8]=1[F:9])[CH3:2]. (2) Given the reactants [NH2:1][CH2:2][CH2:3][O:4][CH2:5][CH2:6][O:7][CH2:8][CH2:9][N:10]1[C:14](=[O:15])/[C:13](=[CH:16]/[C:17]2[CH:35]=[CH:34][C:20]([O:21][C:22]3[CH:29]=[CH:28][C:25]([C:26]#[N:27])=[CH:24][C:23]=3[C:30]([F:33])([F:32])[F:31])=[C:19]([O:36][CH3:37])[CH:18]=2)/[S:12][C:11]1=[O:38].[O:39]=[C:40]1[CH:45]([N:46]2[C:54](=[O:55])[C:53]3[C:48](=[CH:49][CH:50]=[CH:51][C:52]=3F)[C:47]2=[O:57])[CH2:44][CH2:43][C:42](=[O:58])[NH:41]1.C(N(C(C)C)C(C)C)C, predict the reaction product. The product is: [O:39]=[C:40]1[CH:45]([N:46]2[C:54](=[O:55])[C:53]3[C:48](=[CH:49][CH:50]=[CH:51][C:52]=3[NH:1][CH2:2][CH2:3][O:4][CH2:5][CH2:6][O:7][CH2:8][CH2:9][N:10]3[C:14](=[O:15])/[C:13](=[CH:16]/[C:17]4[CH:35]=[CH:34][C:20]([O:21][C:22]5[CH:29]=[CH:28][C:25]([C:26]#[N:27])=[CH:24][C:23]=5[C:30]([F:32])([F:31])[F:33])=[C:19]([O:36][CH3:37])[CH:18]=4)/[S:12][C:11]3=[O:38])[C:47]2=[O:57])[CH2:44][CH2:43][C:42](=[O:58])[NH:41]1. (3) Given the reactants Cl[C:2]1[N:7]2[N:8]=[C:9](C)[CH:10]=[C:6]2[N:5]=[C:4]([NH:12][C:13](=[O:24])[C:14]2[CH:19]=[CH:18][C:17]([C:20]([OH:23])([CH3:22])[CH3:21])=[CH:16][CH:15]=2)[CH:3]=1.[O:25]1[C:29]2[CH:30]=[CH:31][C:32](B(O)O)=[CH:33][C:28]=2[O:27][CH2:26]1.O1CCOCC1, predict the reaction product. The product is: [O:25]1[C:29]2[CH:30]=[CH:31][C:32]([C:2]3[N:7]4[N:8]=[CH:9][CH:10]=[C:6]4[N:5]=[C:4]([NH:12][C:13](=[O:24])[C:14]4[CH:19]=[CH:18][C:17]([C:20]([OH:23])([CH3:22])[CH3:21])=[CH:16][CH:15]=4)[CH:3]=3)=[CH:33][C:28]=2[O:27][CH2:26]1.